From a dataset of Peptide-MHC class I binding affinity with 185,985 pairs from IEDB/IMGT. Regression. Given a peptide amino acid sequence and an MHC pseudo amino acid sequence, predict their binding affinity value. This is MHC class I binding data. (1) The peptide sequence is FQKDAKVLF. The MHC is HLA-B46:01 with pseudo-sequence HLA-B46:01. The binding affinity (normalized) is 0.0847. (2) The peptide sequence is LFVTASPEV. The MHC is H-2-Dd with pseudo-sequence H-2-Dd. The binding affinity (normalized) is 0. (3) The peptide sequence is TLLAVSGVY. The MHC is HLA-B15:01 with pseudo-sequence HLA-B15:01. The binding affinity (normalized) is 0.929. (4) The peptide sequence is SARRRHLVF. The MHC is HLA-B83:01 with pseudo-sequence HLA-B83:01. The binding affinity (normalized) is 0.213. (5) The peptide sequence is KQREALQGGDR. The MHC is HLA-B27:05 with pseudo-sequence HLA-B27:05. The binding affinity (normalized) is 0.0625. (6) The peptide sequence is GVIADYNYK. The MHC is HLA-A68:01 with pseudo-sequence HLA-A68:01. The binding affinity (normalized) is 0.605.